Predict the reactants needed to synthesize the given product. From a dataset of Full USPTO retrosynthesis dataset with 1.9M reactions from patents (1976-2016). (1) Given the product [CH2:9]([C:8]1[N:13]=[C:14]([C:16]2[N:21]=[N:20][C:19]([C:22]([N:24]3[CH2:25][CH2:26][N:27]([C:30]([O:32][C:33]([CH3:34])([CH3:36])[CH3:35])=[O:31])[CH2:28][CH2:29]3)=[O:23])=[CH:18][C:17]=2[CH2:37][C:38]2[C:47]3[C:42](=[CH:43][CH:44]=[CH:45][CH:46]=3)[CH:41]=[CH:40][CH:39]=2)[O:15][CH:7]=1)[CH:10]([CH3:11])[CH3:12], predict the reactants needed to synthesize it. The reactants are: O1C=CN=C1.O[CH2:7][C@@H:8]([NH:13][C:14]([C:16]1[N:21]=[N:20][C:19]([C:22]([N:24]2[CH2:29][CH2:28][N:27]([C:30]([O:32][C:33]([CH3:36])([CH3:35])[CH3:34])=[O:31])[CH2:26][CH2:25]2)=[O:23])=[CH:18][C:17]=1[CH2:37][C:38]1[C:47]2[C:42](=[CH:43][CH:44]=[CH:45][CH:46]=2)[CH:41]=[CH:40][CH:39]=1)=[O:15])[CH2:9][CH:10]([CH3:12])[CH3:11]. (2) Given the product [I:1][C:2]1[CH:17]=[CH:16][C:5]([C:6]2[N:7]([C:8]3[CH:13]=[CH:12][C:11]([CH3:14])=[N:10][CH:9]=3)[CH:20]=[C:21]([C:23]3[S:27][CH:26]=[N:25][CH:24]=3)[N:15]=2)=[CH:4][CH:3]=1, predict the reactants needed to synthesize it. The reactants are: [I:1][C:2]1[CH:17]=[CH:16][C:5]([C:6]([NH2:15])=[N:7][C:8]2[CH:9]=[N:10][C:11]([CH3:14])=[CH:12][CH:13]=2)=[CH:4][CH:3]=1.Br.Br[CH2:20][C:21]([C:23]1[S:27][CH:26]=[N:25][CH:24]=1)=O. (3) Given the product [CH3:1][O:2][CH:3]([O:24][CH3:25])[C:4]1[C:13]([CH2:14][N:15]2[CH2:20][CH2:19][N:18]([CH3:28])[C:17]([CH3:22])([CH3:21])[C:16]2=[O:23])=[CH:12][C:11]2[CH2:10][CH2:9][CH2:8][NH:7][C:6]=2[N:5]=1, predict the reactants needed to synthesize it. The reactants are: [CH3:1][O:2][CH:3]([O:24][CH3:25])[C:4]1[C:13]([CH2:14][N:15]2[CH2:20][CH2:19][NH:18][C:17]([CH3:22])([CH3:21])[C:16]2=[O:23])=[CH:12][C:11]2[CH2:10][CH2:9][CH2:8][NH:7][C:6]=2[N:5]=1.C=O.[CH2:28](N(CC)CC)C. (4) The reactants are: Cl.[F:2][C:3]1[CH:4]=[C:5]([CH:8]=[CH:9][C:10]=1[NH:11][S:12]([CH3:15])(=[O:14])=[O:13])[CH2:6][NH2:7].CN1CCOCC1.[CH3:23][C:24]1[C:29]([CH:30]=[CH:31][C:32](O)=[O:33])=[CH:28][CH:27]=[C:26]([C:35]([F:38])([F:37])[F:36])[N:25]=1.O.[Cl-].COC1N=C(OC)N=C([N+]2(C)CCOCC2)N=1. Given the product [F:2][C:3]1[CH:4]=[C:5]([CH:8]=[CH:9][C:10]=1[NH:11][S:12]([CH3:15])(=[O:14])=[O:13])[CH2:6][NH:7][C:32](=[O:33])[CH:31]=[CH:30][C:29]1[C:24]([CH3:23])=[N:25][C:26]([C:35]([F:36])([F:37])[F:38])=[CH:27][CH:28]=1, predict the reactants needed to synthesize it. (5) Given the product [Cl:1][C:2]1[CH:7]=[C:6]([CH2:8][N:9]2[CH2:10][CH2:11][CH2:12][CH2:13]2)[C:5]([Cl:14])=[CH:4][C:3]=1[O:15][C@H:34]1[CH2:37][C@H:36]([CH2:38][N:39]([CH3:40])[C:41](=[O:42])[O:43][C:44]([CH3:45])([CH3:46])[CH3:47])[CH2:35]1, predict the reactants needed to synthesize it. The reactants are: [Cl:1][C:2]1[CH:7]=[C:6]([CH2:8][N:9]2[CH2:13][CH2:12][CH2:11][CH2:10]2)[C:5]([Cl:14])=[CH:4][C:3]=1[OH:15].CC(C)([O-])C.[K+].NC[C@@H]1C[C@H](O)C1.CS(O[C@H:34]1[CH2:37][C@@H:36]([CH2:38][N:39]([C:41]([O:43][C:44]([CH3:47])([CH3:46])[CH3:45])=[O:42])[CH3:40])[CH2:35]1)(=O)=O. (6) Given the product [CH2:24]([O:25][C:12]1[NH:13][C@@H:3]([C:14]2[CH:19]=[CH:18][CH:17]=[C:16]([O:20][CH3:21])[CH:15]=2)[CH2:4][CH2:5][C:6]=1[C:7]([O:9][CH2:10][CH3:11])=[O:8])[CH3:23], predict the reactants needed to synthesize it. The reactants are: Cl.N[C@@H:3]([C:14]1[CH:19]=[CH:18][CH:17]=[C:16]([O:20][CH3:21])[CH:15]=1)[CH2:4][CH2:5][CH:6]([C:12]#[N:13])[C:7]([O:9][CH2:10][CH3:11])=[O:8].Cl.[CH3:23][CH2:24][OH:25].